Predict the reaction yield, written as a fraction of the theoretical maximum amount of product (1.0 means a 100% yield; for example, 0.34 means a 34% yield). From a dataset of Reaction yield outcomes from USPTO patents with 853,638 reactions. (1) The reactants are [NH2:1][C:2]1[CH:7]=[CH:6][C:5]([C:8]([CH3:15])([CH3:14])[CH2:9][NH:10][C:11](=[O:13])[CH3:12])=[C:4]([Cl:16])[CH:3]=1.[CH3:17][O:18][C:19]1[CH:20]=[C:21]([CH:25]=[CH:26][C:27]=1[O:28][CH3:29])[C:22](Cl)=[O:23].C(N(CC)CC)C.CN(C=O)C. The catalyst is C(Cl)Cl. The product is [C:11]([NH:10][CH2:9][C:8]([C:5]1[CH:6]=[CH:7][C:2]([NH:1][C:22](=[O:23])[C:21]2[CH:25]=[CH:26][C:27]([O:28][CH3:29])=[C:19]([O:18][CH3:17])[CH:20]=2)=[CH:3][C:4]=1[Cl:16])([CH3:15])[CH3:14])(=[O:13])[CH3:12]. The yield is 0.270. (2) The reactants are [NH2:1][CH2:2][CH2:3][O:4][C:5]1[CH:33]=[C:32]([O:34][CH3:35])[CH:31]=[CH:30][C:6]=1[C:7]([NH:9][C:10]1[CH:26]=[C:25]([N+:27]([O-:29])=[O:28])[CH:24]=[CH:23][C:11]=1[C:12]([NH:14][C:15]1[CH:20]=[CH:19][C:18]([O:21][CH3:22])=[CH:17][CH:16]=1)=[O:13])=[O:8].[S:36]1[CH:40]=[CH:39][CH:38]=[C:37]1[C:41](O)=[O:42]. The catalyst is C(Cl)Cl. The product is [CH3:35][O:34][C:32]1[CH:31]=[CH:30][C:6]([C:7]([NH:9][C:10]2[CH:26]=[C:25]([N+:27]([O-:29])=[O:28])[CH:24]=[CH:23][C:11]=2[C:12]([NH:14][C:15]2[CH:20]=[CH:19][C:18]([O:21][CH3:22])=[CH:17][CH:16]=2)=[O:13])=[O:8])=[C:5]([O:4][CH2:3][CH2:2][NH:1][C:41]([C:37]2[S:36][CH:40]=[CH:39][CH:38]=2)=[O:42])[CH:33]=1. The yield is 0.950. (3) The reactants are [OH:1][CH2:2][C:3]1[CH:26]=[CH:25][C:6]2[S:7][CH:8]=[C:9]([C:10]3[CH:15]=[CH:14][C:13]([C:16]4[CH2:17][CH2:18][S:19](=[O:23])(=[O:22])[CH2:20][CH:21]=4)=[CH:12][C:11]=3[CH3:24])[C:5]=2[CH:4]=1.C([O-])=O.[NH4+]. The catalyst is CCO.O.CCOC(C)=O.[Pd]. The product is [OH:1][CH2:2][C:3]1[CH:26]=[CH:25][C:6]2[S:7][CH:8]=[C:9]([C:10]3[CH:15]=[CH:14][C:13]([CH:16]4[CH2:21][CH2:20][S:19](=[O:23])(=[O:22])[CH2:18][CH2:17]4)=[CH:12][C:11]=3[CH3:24])[C:5]=2[CH:4]=1. The yield is 0.700.